Dataset: NCI-60 drug combinations with 297,098 pairs across 59 cell lines. Task: Regression. Given two drug SMILES strings and cell line genomic features, predict the synergy score measuring deviation from expected non-interaction effect. (1) Drug 1: CC12CCC3C(C1CCC2O)C(CC4=C3C=CC(=C4)O)CCCCCCCCCS(=O)CCCC(C(F)(F)F)(F)F. Drug 2: C1=NC2=C(N1)C(=S)N=CN2. Cell line: SNB-19. Synergy scores: CSS=2.98, Synergy_ZIP=-4.02, Synergy_Bliss=-1.45, Synergy_Loewe=-8.09, Synergy_HSA=-3.34. (2) Drug 1: C1CCC(C1)C(CC#N)N2C=C(C=N2)C3=C4C=CNC4=NC=N3. Drug 2: C1CC(=O)NC(=O)C1N2CC3=C(C2=O)C=CC=C3N. Cell line: OVCAR3. Synergy scores: CSS=-2.88, Synergy_ZIP=9.54, Synergy_Bliss=-1.76, Synergy_Loewe=-5.23, Synergy_HSA=-5.73. (3) Cell line: OVCAR-4. Drug 2: C1=C(C(=O)NC(=O)N1)N(CCCl)CCCl. Synergy scores: CSS=13.4, Synergy_ZIP=-11.1, Synergy_Bliss=-19.3, Synergy_Loewe=-23.7, Synergy_HSA=-18.3. Drug 1: C1=CC(=CC=C1CCC2=CNC3=C2C(=O)NC(=N3)N)C(=O)NC(CCC(=O)O)C(=O)O. (4) Drug 1: C1=CC(=CC=C1CCC2=CNC3=C2C(=O)NC(=N3)N)C(=O)NC(CCC(=O)O)C(=O)O. Drug 2: C1=CC(=CC=C1CC(C(=O)O)N)N(CCCl)CCCl.Cl. Cell line: UACC62. Synergy scores: CSS=6.44, Synergy_ZIP=-7.03, Synergy_Bliss=-4.70, Synergy_Loewe=-3.40, Synergy_HSA=-2.53. (5) Drug 1: CC1=C2C(C(=O)C3(C(CC4C(C3C(C(C2(C)C)(CC1OC(=O)C(C(C5=CC=CC=C5)NC(=O)OC(C)(C)C)O)O)OC(=O)C6=CC=CC=C6)(CO4)OC(=O)C)OC)C)OC. Drug 2: CC1CCC2CC(C(=CC=CC=CC(CC(C(=O)C(C(C(=CC(C(=O)CC(OC(=O)C3CCCCN3C(=O)C(=O)C1(O2)O)C(C)CC4CCC(C(C4)OC)OCCO)C)C)O)OC)C)C)C)OC. Cell line: EKVX. Synergy scores: CSS=63.4, Synergy_ZIP=12.1, Synergy_Bliss=11.0, Synergy_Loewe=15.5, Synergy_HSA=18.4. (6) Drug 1: CC(C1=C(C=CC(=C1Cl)F)Cl)OC2=C(N=CC(=C2)C3=CN(N=C3)C4CCNCC4)N. Drug 2: CCN(CC)CCCC(C)NC1=C2C=C(C=CC2=NC3=C1C=CC(=C3)Cl)OC. Cell line: UACC62. Synergy scores: CSS=28.6, Synergy_ZIP=1.45, Synergy_Bliss=7.14, Synergy_Loewe=1.41, Synergy_HSA=7.63.